From a dataset of Catalyst prediction with 721,799 reactions and 888 catalyst types from USPTO. Predict which catalyst facilitates the given reaction. (1) Reactant: [C:1]([O:4]C)(=[O:3])[CH3:2].[Na].[F:7][C:8]1[C:13]([O:14][C:15]2[CH:20]=[CH:19][CH:18]=[CH:17][CH:16]=2)=[C:12]([F:21])[CH:11]=[CH:10][C:9]=1/[CH:22]=[N:23]/[S:24]([C:26]([CH3:29])([CH3:28])[CH3:27])=[O:25]. Product: [F:7][C:8]1[C:13]([O:14][C:15]2[CH:20]=[CH:19][CH:18]=[CH:17][CH:16]=2)=[C:12]([F:21])[CH:11]=[CH:10][C:9]=1[CH:22]([NH:23][S:24]([C:26]([CH3:29])([CH3:28])[CH3:27])=[O:25])[CH2:2][C:1]([OH:4])=[O:3]. The catalyst class is: 165. (2) Reactant: [OH-].[Na+].[NH2:3][C:4]1[C:9]([F:10])=[C:8]([C:11]2[CH:16]=[CH:15][C:14]([I:17])=[CH:13][CH:12]=2)[N:7]=[C:6]([C:18]([O:20]C)=[O:19])[C:5]=1[Cl:22].Cl. Product: [NH2:3][C:4]1[C:9]([F:10])=[C:8]([C:11]2[CH:12]=[CH:13][C:14]([I:17])=[CH:15][CH:16]=2)[N:7]=[C:6]([C:18]([OH:20])=[O:19])[C:5]=1[Cl:22]. The catalyst class is: 5. (3) Reactant: [Cl:1][C:2]1[N:3]=[C:4]([Cl:11])[C:5]2[CH:10]=[CH:9][NH:8][C:6]=2[N:7]=1.[H-].[Na+].[CH3:14]I.O. Product: [Cl:1][C:2]1[N:3]=[C:4]([Cl:11])[C:5]2[CH:10]=[CH:9][N:8]([CH3:14])[C:6]=2[N:7]=1. The catalyst class is: 10. (4) Reactant: [CH2:1]([O:3][C:4](=[O:22])[C:5]([NH:7][C:8]1[C:13]([C:14]([F:17])([F:16])[F:15])=[CH:12][C:11]([Br:18])=[CH:10][C:9]=1[N+:19]([O-:21])=[O:20])=[O:6])[CH3:2].[CH2:23](I)[CH3:24].[CH2:26]1OCCOCCOCCOCCOCCO[CH2:27]1.C([O-])([O-])=O.[K+].[K+]. Product: [CH2:1]([O:3][C:4](=[O:22])[C:5](=[N:7][C:8]1[C:13]([C:14]([F:15])([F:17])[F:16])=[CH:12][C:11]([Br:18])=[CH:10][C:9]=1[N+:19]([O-:21])=[O:20])[O:6][CH2:23][CH3:24])[CH3:2].[CH2:1]([O:3][C:4](=[O:22])[C:5]([N:7]([C:8]1[C:13]([C:14]([F:15])([F:17])[F:16])=[CH:12][C:11]([Br:18])=[CH:10][C:9]=1[N+:19]([O-:21])=[O:20])[CH2:26][CH3:27])=[O:6])[CH3:2]. The catalyst class is: 23. (5) Reactant: C(OC([N:8]1[CH2:12][CH2:11][C@H:10]([C:13]2[CH:18]=[CH:17][CH:16]=[CH:15][CH:14]=2)[CH2:9]1)=O)(C)(C)C.Cl. The catalyst class is: 5. Product: [C:13]1([C@H:10]2[CH2:11][CH2:12][NH:8][CH2:9]2)[CH:18]=[CH:17][CH:16]=[CH:15][CH:14]=1. (6) Reactant: [Br:1][C:2]1[C:3](Cl)=[N:4][C:5]([Cl:8])=[N:6][CH:7]=1.[NH2:10][C:11]1[CH:16]=[CH:15][CH:14]=[CH:13][CH:12]=1.C(N(CC)CC)C. Product: [Br:1][C:2]1[C:3]([NH:10][C:11]2[CH:16]=[CH:15][CH:14]=[CH:13][CH:12]=2)=[N:4][C:5]([Cl:8])=[N:6][CH:7]=1. The catalyst class is: 10. (7) Reactant: [OH:1][C:2]1[CH:7]=[CH:6][C:5]([CH:8]2[CH2:10][CH:9]2[C:11]([O:13][CH3:14])=[O:12])=[CH:4][CH:3]=1.C(=O)([O-])[O-].[K+].[K+].[CH2:21](Br)[C:22]#[CH:23]. Product: [CH2:23]([O:1][C:2]1[CH:3]=[CH:4][C:5]([CH:8]2[CH2:10][CH:9]2[C:11]([O:13][CH3:14])=[O:12])=[CH:6][CH:7]=1)[C:22]#[CH:21]. The catalyst class is: 9.